From a dataset of Reaction yield outcomes from USPTO patents with 853,638 reactions. Predict the reaction yield, written as a fraction of the theoretical maximum amount of product (1.0 means a 100% yield; for example, 0.34 means a 34% yield). (1) The reactants are [NH2:1][C:2]1[CH:18]=[CH:17][C:5]([C:6]([C:8]2[CH:16]=[CH:15][CH:14]=[CH:13][C:9]=2[C:10]([OH:12])=[O:11])=[O:7])=[CH:4][C:3]=1[N+:19]([O-:21])=[O:20].C(=O)([O-])[O-].[K+].[K+].[CH2:28](Br)[C:29]1[CH:34]=[CH:33][CH:32]=[CH:31][CH:30]=1. The catalyst is CN(C)C=O. The product is [NH2:1][C:2]1[CH:18]=[CH:17][C:5]([C:6]([C:8]2[CH:16]=[CH:15][CH:14]=[CH:13][C:9]=2[C:10]([O:12][CH2:28][C:29]2[CH:34]=[CH:33][CH:32]=[CH:31][CH:30]=2)=[O:11])=[O:7])=[CH:4][C:3]=1[N+:19]([O-:21])=[O:20]. The yield is 0.810. (2) The reactants are [CH3:1][C:2]1[O:6][C:5]([C:7]2[CH:12]=[CH:11][CH:10]=[CH:9][CH:8]=2)=[N:4][C:3]=1[CH2:13][C:14]1[O:18][N:17]=[C:16]([C:19]([O:21]CC)=O)[N:15]=1.Cl.[Cl:25][C:26]1[CH:27]=[C:28]2[C:32](=[CH:33][CH:34]=1)[NH:31][CH:30]=[C:29]2[CH2:35][CH2:36][NH2:37].CN(C(ON1N=NC2C=CC=NC1=2)=[N+](C)C)C.F[P-](F)(F)(F)(F)F.C(N(CC)C(C)C)(C)C. The catalyst is C1COCC1.[OH-].[Na+].O.CN(C=O)C. The product is [Cl:25][C:26]1[CH:27]=[C:28]2[C:32](=[CH:33][CH:34]=1)[NH:31][CH:30]=[C:29]2[CH2:35][CH2:36][NH:37][C:19]([C:16]1[N:15]=[C:14]([CH2:13][C:3]2[N:4]=[C:5]([C:7]3[CH:8]=[CH:9][CH:10]=[CH:11][CH:12]=3)[O:6][C:2]=2[CH3:1])[O:18][N:17]=1)=[O:21]. The yield is 0.390. (3) The reactants are COC1C=CC(C[N:8]2[C:12]3=[N:13][CH:14]=[CH:15][C:16]([CH2:17][N:18]4[CH2:22][CH:21]([CH2:23][CH2:24][CH3:25])[CH2:20][C:19]4=[O:26])=[C:11]3[N:10]=[CH:9]2)=CC=1.C1(OC)C=CC=CC=1.OS(O)(=O)=O.C([O-])(O)=O.[Na+]. The catalyst is FC(F)(F)C(O)=O.C(OCC)(=O)C. The product is [N:10]1[C:11]2[C:12](=[N:13][CH:14]=[CH:15][C:16]=2[CH2:17][N:18]2[CH2:22][CH:21]([CH2:23][CH2:24][CH3:25])[CH2:20][C:19]2=[O:26])[NH:8][CH:9]=1. The yield is 0.850. (4) The reactants are [OH:1][C@@H:2]([C:23]1[CH:28]=[CH:27][CH:26]=[CH:25][CH:24]=1)[CH2:3][CH2:4][N:5]1[CH2:10][CH2:9][CH:8]([C:11]2[CH:12]=[C:13]([NH:17][C:18](=[O:22])[CH:19]([CH3:21])[CH3:20])[CH:14]=[CH:15][CH:16]=2)[CH2:7][CH2:6]1.[Cl:29][C:30]1[CH:31]=[C:32](O)[CH:33]=[CH:34][CH:35]=1.C1(P(C2C=CC=CC=2)C2C=CC=CC=2)C=CC=CC=1.N(C(OCC)=O)=NC(OCC)=O.N. The catalyst is C1COCC1.C(Cl)(Cl)Cl. The product is [Cl:29][C:30]1[CH:35]=[C:34]([CH:33]=[CH:32][CH:31]=1)[O:1][C@H:2]([C:23]1[CH:24]=[CH:25][CH:26]=[CH:27][CH:28]=1)[CH2:3][CH2:4][N:5]1[CH2:10][CH2:9][CH:8]([C:11]2[CH:12]=[C:13]([NH:17][C:18](=[O:22])[CH:19]([CH3:21])[CH3:20])[CH:14]=[CH:15][CH:16]=2)[CH2:7][CH2:6]1. The yield is 0.400. (5) The reactants are [C:1]1([CH2:7][CH2:8][CH2:9][CH2:10][O:11][C:12]2[CH:24]=[CH:23][C:15]([O:16][CH2:17][C:18]([O:20]CC)=[O:19])=[CH:14][CH:13]=2)[CH:6]=[CH:5][CH:4]=[CH:3][CH:2]=1.O.[OH-].[Li+].O1CCCC1.Cl. The catalyst is O.CO. The product is [C:1]1([CH2:7][CH2:8][CH2:9][CH2:10][O:11][C:12]2[CH:13]=[CH:14][C:15]([O:16][CH2:17][C:18]([OH:20])=[O:19])=[CH:23][CH:24]=2)[CH:6]=[CH:5][CH:4]=[CH:3][CH:2]=1. The yield is 0.890.